Predict the reactants needed to synthesize the given product. From a dataset of Full USPTO retrosynthesis dataset with 1.9M reactions from patents (1976-2016). (1) Given the product [F:29][C:27]1[CH:28]=[C:23]([C:19]2[C@:20]3([CH2:22][C@@H:5]([OH:4])[C@H:6]4[C@@H:15]([CH2:14][CH2:13][C:12]5[CH:11]=[C:10]([C:30]([O:32][CH3:33])=[O:31])[CH:9]=[CH:8][C:7]=54)[C@@H:16]3[CH2:17][CH:18]=2)[CH3:21])[CH:24]=[N:25][CH:26]=1, predict the reactants needed to synthesize it. The reactants are: C([O:4][C@@H:5]1[CH2:22][C@@:20]2([CH3:21])[C@@H:16]([CH2:17][CH:18]=[C:19]2[C:23]2[CH:24]=[N:25][CH:26]=[C:27]([F:29])[CH:28]=2)[C@H:15]2[C@H:6]1[C:7]1[CH:8]=[CH:9][C:10]([C:30]([O:32][CH3:33])=[O:31])=[CH:11][C:12]=1[CH2:13][CH2:14]2)(=O)C.C(=O)([O-])[O-].[K+].[K+]. (2) Given the product [CH2:9]([O:11][C:12]([C:13]1[O:8][C:3]2[CH:4]=[CH:5][CH:6]=[CH:7][C:2]=2[N:1]=1)=[O:18])[CH3:10], predict the reactants needed to synthesize it. The reactants are: [NH2:1][C:2]1[CH:7]=[CH:6][CH:5]=[CH:4][C:3]=1[OH:8].[CH2:9]([O:11][C:12](OCC)([O:18]CC)[C:13](OCC)=O)[CH3:10]. (3) Given the product [CH3:1][C:2]1[CH:7]=[CH:6][CH:5]=[C:4]([CH3:8])[C:3]=1[O:9][C:11]1[CH:20]=[CH:19][C:18]2[C:13](=[C:14]([C:21]3[NH:29][C:28]4[CH2:27][CH2:26][NH:25][C:24](=[O:30])[C:23]=4[CH:22]=3)[CH:15]=[CH:16][CH:17]=2)[N:12]=1, predict the reactants needed to synthesize it. The reactants are: [CH3:1][C:2]1[CH:7]=[CH:6][CH:5]=[C:4]([CH3:8])[C:3]=1[OH:9].Cl[C:11]1[CH:20]=[CH:19][C:18]2[C:13](=[C:14]([C:21]3[NH:29][C:28]4[CH2:27][CH2:26][NH:25][C:24](=[O:30])[C:23]=4[CH:22]=3)[CH:15]=[CH:16][CH:17]=2)[N:12]=1. (4) Given the product [ClH:34].[C:1]([NH:4][O:5][CH2:6][CH2:7][NH:8][C:9](=[O:33])[CH2:10][C:11]1[C:16]([C:17]#[N:18])=[CH:15][CH:14]=[C:13]([NH:19][CH2:20][C:21]([F:30])([F:31])[C:22]2[CH:27]=[CH:26][C:25]([F:28])=[C:24]([F:29])[CH:23]=2)[C:12]=1[F:32])(=[NH:2])[NH2:3], predict the reactants needed to synthesize it. The reactants are: [C:1]([NH:4][O:5][CH2:6][CH2:7][NH:8][C:9](=[O:33])[CH2:10][C:11]1[C:16]([C:17]#[N:18])=[CH:15][CH:14]=[C:13]([NH:19][CH2:20][C:21]([F:31])([F:30])[C:22]2[CH:27]=[CH:26][C:25]([F:28])=[C:24]([F:29])[CH:23]=2)[C:12]=1[F:32])(=[NH:3])[NH2:2].[ClH:34]. (5) Given the product [CH2:12]([O:11][S:8]([C:5]1[CH:6]=[CH:7][C:2]([B:20]([OH:21])[OH:19])=[CH:3][CH:4]=1)(=[O:10])=[O:9])[CH:13]([CH3:15])[CH3:14], predict the reactants needed to synthesize it. The reactants are: Br[C:2]1[CH:7]=[CH:6][C:5]([S:8]([O:11][CH2:12][CH:13]([CH3:15])[CH3:14])(=[O:10])=[O:9])=[CH:4][CH:3]=1.C([O:19][B:20](OC(C)C)[O:21]C(C)C)(C)C.C([Li])CCC.